Dataset: Reaction yield outcomes from USPTO patents with 853,638 reactions. Task: Predict the reaction yield, written as a fraction of the theoretical maximum amount of product (1.0 means a 100% yield; for example, 0.34 means a 34% yield). (1) The reactants are [NH2:1][C:2]1[S:3][CH:4]=[CH:5][N:6]=1.C[O:8][C:9](=O)[CH:10]([C:24]1[CH:29]=[CH:28][C:27]([S:30]([CH3:33])(=[O:32])=[O:31])=[CH:26][CH:25]=1)[CH2:11][CH:12]1[CH2:16][CH2:15][CH:14]([O:17][CH:18]2[CH2:23][CH2:22][CH2:21][CH2:20][O:19]2)[CH2:13]1.C[O-].[Mg+2].C[O-].CO. No catalyst specified. The product is [CH3:33][S:30]([C:27]1[CH:26]=[CH:25][C:24]([CH:10]([CH2:11][CH:12]2[CH2:16][CH2:15][CH:14]([O:17][CH:18]3[CH2:23][CH2:22][CH2:21][CH2:20][O:19]3)[CH2:13]2)[C:9]([NH:1][C:2]2[S:3][CH:4]=[CH:5][N:6]=2)=[O:8])=[CH:29][CH:28]=1)(=[O:32])=[O:31]. The yield is 0.400. (2) The reactants are [Cl:1][C:2]1[CH:32]=[CH:31][CH:30]=[CH:29][C:3]=1[C:4]([NH:6]C(=O)NC1SC2C=C(S(CCNC3CCC3)(=O)=O)C=CC=2N=1)=[O:5].[C:33](=[O:36])([O-])[O-].[K+].[K+].[CH2:39](Br)C. The catalyst is CN(C=O)C. The product is [Cl:1][C:2]1[CH:32]=[CH:31][C:30]([O:36][CH2:33][CH3:39])=[CH:29][C:3]=1[C:4]([NH2:6])=[O:5]. The yield is 0.770. (3) The reactants are [NH2:1][C:2]1[N:7]=[C:6]([N:8]2[CH2:13][CH2:12][N:11](C(OC(C)(C)C)=O)[CH2:10][CH2:9]2)[C:5]([NH2:21])=[C:4]([SH:22])[N:3]=1.[C:23](Cl)(=O)[CH2:24][CH2:25][CH2:26][CH2:27][CH3:28]. No catalyst specified. The product is [CH2:24]([C:23]1[S:22][C:4]2[N:3]=[C:2]([NH2:1])[N:7]=[C:6]([N:8]3[CH2:9][CH2:10][NH:11][CH2:12][CH2:13]3)[C:5]=2[N:21]=1)[CH2:25][CH2:26][CH2:27][CH3:28]. The yield is 0.670. (4) The reactants are [F:1][C:2]([F:15])([F:14])[C:3]1[C:12]2[C:7](=[CH:8][CH:9]=[CH:10][CH:11]=2)[N:6]=[C:5](O)[CH:4]=1.CN(C)C1C=CC=CC=1.O=P(Cl)(Cl)[Cl:27]. No catalyst specified. The product is [Cl:27][C:5]1[CH:4]=[C:3]([C:2]([F:15])([F:14])[F:1])[C:12]2[C:7](=[CH:8][CH:9]=[CH:10][CH:11]=2)[N:6]=1. The yield is 0.750. (5) The reactants are [Br:1][C:2]1[C:3](Cl)=[N:4][C:5]([N:9]2[C:13]([CH3:14])=[CH:12][CH:11]=[C:10]2[CH3:15])=[N:6][C:7]=1[CH3:8].Cl.[NH2:18][C@H:19]1[CH2:24][CH2:23][C@H:22]([OH:25])[CH2:21][CH2:20]1.C(N(C(C)C)CC)(C)C. The catalyst is CC(N(C)C)=O.COC(C)(C)C. The product is [Br:1][C:2]1[C:3]([NH:18][C@H:19]2[CH2:24][CH2:23][C@H:22]([OH:25])[CH2:21][CH2:20]2)=[N:4][C:5]([N:9]2[C:13]([CH3:14])=[CH:12][CH:11]=[C:10]2[CH3:15])=[N:6][C:7]=1[CH3:8]. The yield is 0.930.